This data is from Reaction yield outcomes from USPTO patents with 853,638 reactions. The task is: Predict the reaction yield, written as a fraction of the theoretical maximum amount of product (1.0 means a 100% yield; for example, 0.34 means a 34% yield). (1) The reactants are [S:1](=[O:33])(=[O:32])([O:3][CH2:4][C@@H:5]1[CH2:9][C@@H:8]([N:10]2[C:14]3[N:15]=[CH:16][N:17]=[C:18]([NH:19][CH2:20][CH:21]4[CH2:23][CH2:22]4)[C:13]=3[CH:12]=[CH:11]2)[CH2:7][C@@H:6]1[O:24][Si](C(C)(C)C)(C)C)[NH2:2]. The catalyst is C1COCC1.N1C=CC=CC=1.F.N1C=CC=CC=1. The product is [S:1](=[O:32])(=[O:33])([O:3][CH2:4][C@@H:5]1[CH2:9][C@@H:8]([N:10]2[C:14]3[N:15]=[CH:16][N:17]=[C:18]([NH:19][CH2:20][CH:21]4[CH2:22][CH2:23]4)[C:13]=3[CH:12]=[CH:11]2)[CH2:7][C@@H:6]1[OH:24])[NH2:2]. The yield is 0.0440. (2) The reactants are [NH2:1][C:2]1[C:3]([C:12]([C:14]2[CH:19]=[CH:18][C:17]([F:20])=[C:16]([CH:21]3[O:25][CH2:24][CH2:23][O:22]3)[CH:15]=2)=O)=[CH:4][CH:5]=[C:6]2[C:11]=1[N:10]=[CH:9][CH:8]=[CH:7]2.[CH3:26][NH:27][S:28](Cl)(=[O:30])=[O:29].[BH4-].[Na+]. The catalyst is N1C=CC=CC=1. The product is [O:22]1[CH2:23][CH2:24][O:25][CH:21]1[C:16]1[CH:15]=[C:14]([CH:12]2[C:3]3[CH:4]=[CH:5][C:6]4[C:11](=[N:10][CH:9]=[CH:8][CH:7]=4)[C:2]=3[NH:1][S:28](=[O:30])(=[O:29])[N:27]2[CH3:26])[CH:19]=[CH:18][C:17]=1[F:20]. The yield is 0.720. (3) The catalyst is CCCCCCC.CCOC(C)=O. The reactants are [F:1][C:2]1[CH:3]=[CH:4][C:5]2[O:10][CH2:9][C:8](=[O:11])[NH:7][C:6]=2[CH:12]=1.Br[CH2:14][C@H:15]([CH3:25])[CH2:16][O:17][Si:18]([C:21]([CH3:24])([CH3:23])[CH3:22])([CH3:20])[CH3:19].C([O-])([O-])=O.[Cs+].[Cs+]. The yield is 0.760. The product is [Si:18]([O:17][CH2:16][C@@H:15]([CH3:25])[CH2:14][N:7]1[C:6]2[CH:12]=[C:2]([F:1])[CH:3]=[CH:4][C:5]=2[O:10][CH2:9][C:8]1=[O:11])([C:21]([CH3:22])([CH3:23])[CH3:24])([CH3:19])[CH3:20].